Dataset: Catalyst prediction with 721,799 reactions and 888 catalyst types from USPTO. Task: Predict which catalyst facilitates the given reaction. (1) Reactant: [OH:1][CH2:2][CH2:3][C:4]1[C:12]2[C:11]([NH:13][C@@H:14]3[CH2:19][CH2:18][CH2:17][N:16]([C:20]([O:22][C:23]([CH3:26])([CH3:25])[CH3:24])=[O:21])[CH2:15]3)=[N:10][CH:9]=[N:8][C:7]=2[NH:6][CH:5]=1.[CH3:27][S:28](Cl)(=[O:30])=[O:29].CCN(C(C)C)C(C)C.O.C(Cl)Cl. Product: [CH3:27][S:28]([O:1][CH2:2][CH2:3][C:4]1[C:12]2[C:11]([NH:13][C@@H:14]3[CH2:19][CH2:18][CH2:17][N:16]([C:20]([O:22][C:23]([CH3:26])([CH3:25])[CH3:24])=[O:21])[CH2:15]3)=[N:10][CH:9]=[N:8][C:7]=2[NH:6][CH:5]=1)(=[O:30])=[O:29]. The catalyst class is: 2. (2) Reactant: [C:1]([C:5]1[CH:9]=[C:8]([NH:10][C:11](=[O:18])OCC(Cl)(Cl)Cl)[N:7]([C:19]2[CH:24]=[CH:23][C:22]([CH3:25])=[CH:21][CH:20]=2)[N:6]=1)([CH3:4])([CH3:3])[CH3:2].[NH2:26][CH2:27][C:28]1[CH:46]=[C:45]([F:47])[CH:44]=[CH:43][C:29]=1[O:30][C:31]1[CH:32]=[C:33]2[C:37](=[CH:38][CH:39]=1)[N:36]([CH2:40][CH2:41][OH:42])[N:35]=[CH:34]2.C([N:50](CC)CC)C. Product: [C:1]([C:5]1[CH:9]=[C:8]([NH:10][C:11]([NH:26][CH2:27][C:28]2[CH:46]=[C:45]([F:47])[CH:44]=[CH:43][C:29]=2[O:30][C:31]2[CH:32]=[C:33]3[C:37](=[CH:38][CH:39]=2)[N:36]([CH2:40][CH2:41][OH:42])[N:35]=[CH:34]3)=[O:18])[N:7]([C:19]2[CH:20]=[CH:21][C:22]([C:25]#[N:50])=[CH:23][CH:24]=2)[N:6]=1)([CH3:2])([CH3:3])[CH3:4]. The catalyst class is: 44.